This data is from Forward reaction prediction with 1.9M reactions from USPTO patents (1976-2016). The task is: Predict the product of the given reaction. (1) Given the reactants [F:1][C:2]1[CH:3]=[CH:4][C:5]2[C:6]3[C:11]([CH:12]([CH3:27])[N:13]([S:16]([C:19]4[CH:24]=[CH:23][CH:22]=[C:21]([O:25]C)[CH:20]=4)(=[O:18])=[O:17])[C:14]=2[CH:15]=1)=[CH:10][CH:9]=[CH:8][CH:7]=3.C1CCCCC=1.B(Br)(Br)Br, predict the reaction product. The product is: [F:1][C:2]1[CH:3]=[CH:4][C:5]2[C:6]3[C:11]([CH:12]([CH3:27])[N:13]([S:16]([C:19]4[CH:20]=[C:21]([OH:25])[CH:22]=[CH:23][CH:24]=4)(=[O:18])=[O:17])[C:14]=2[CH:15]=1)=[CH:10][CH:9]=[CH:8][CH:7]=3. (2) Given the reactants [N+:1]([C:4]1[CH:17]=[CH:16][C:7]([O:8][CH2:9][C:10]2[CH:15]=[CH:14][CH:13]=[CH:12][N:11]=2)=[CH:6][CH:5]=1)([O-])=O.[NH4+].[Cl-].CC1C=CC([N+]([O-])=O)=CC=1O, predict the reaction product. The product is: [NH2:1][C:4]1[CH:17]=[CH:16][C:7]([O:8][CH2:9][C:10]2[CH:15]=[CH:14][CH:13]=[CH:12][N:11]=2)=[CH:6][CH:5]=1. (3) Given the reactants [Cl:1][C:2]1[C:3]2[CH2:11][CH2:10][N:9]([C:12]([C:14]3[CH:19]=[CH:18][CH:17]=[C:16]([C:20]([F:23])([F:22])[F:21])[C:15]=3[Cl:24])=[O:13])[CH2:8][C:4]=2[N:5]=[CH:6][N:7]=1.ClC1C(C(F)(F)F)=CC=CC=1C(O)=O.CCN=C=NCCCN(C)C.[CH:50]1[CH:51]=[CH:52][C:53]2[N:58]([OH:59])[N:57]=[N:56][C:54]=2[CH:55]=1, predict the reaction product. The product is: [Cl:1][C:2]1[C:3]2[CH2:11][CH2:10][N:9]([C:12]([C:14]3[CH:19]=[CH:18][CH:17]=[C:16]([C:20]([F:23])([F:21])[F:22])[C:15]=3[Cl:24])=[O:13])[CH2:8][C:4]=2[N:5]=[CH:6][N:7]=1.[N:58]1([O:59][C:2]2[C:3]3[CH2:11][CH2:10][N:9]([C:12]([C:14]4[CH:19]=[CH:18][CH:17]=[C:16]([C:20]([F:23])([F:22])[F:21])[C:15]=4[Cl:24])=[O:13])[CH2:8][C:4]=3[N:5]=[CH:6][N:7]=2)[C:53]2[CH:52]=[CH:51][CH:50]=[CH:55][C:54]=2[N:56]=[N:57]1. (4) Given the reactants [C:1]([Mg]Br)#[CH:2].[C:5]([O:9][C:10]([N:12]1[CH:17]([CH2:18][CH:19]=[O:20])[CH2:16][CH:15]([N:21]([CH2:26][C:27]2[CH:32]=[C:31]([C:33]([F:36])([F:35])[F:34])[CH:30]=[C:29]([C:37]([F:40])([F:39])[F:38])[CH:28]=2)[C:22]([O:24][CH3:25])=[O:23])[CH2:14][CH:13]1[CH2:41][CH3:42])=[O:11])([CH3:8])([CH3:7])[CH3:6].[Br-], predict the reaction product. The product is: [C:5]([O:9][C:10]([N:12]1[CH:17]([CH2:18][CH:19]([OH:20])[C:1]#[CH:2])[CH2:16][CH:15]([N:21]([CH2:26][C:27]2[CH:32]=[C:31]([C:33]([F:35])([F:36])[F:34])[CH:30]=[C:29]([C:37]([F:40])([F:38])[F:39])[CH:28]=2)[C:22]([O:24][CH3:25])=[O:23])[CH2:14][CH:13]1[CH2:41][CH3:42])=[O:11])([CH3:8])([CH3:7])[CH3:6]. (5) Given the reactants Cl[C:2]1[C:11]2[C:6](=[C:7]([O:14][CH3:15])[C:8]([O:12][CH3:13])=[CH:9][CH:10]=2)[N:5]=[CH:4][N:3]=1.Cl.[NH2:17][C@H:18]1[CH2:22][O:21][CH2:20][C@H:19]1[OH:23].CCN(C(C)C)C(C)C, predict the reaction product. The product is: [CH3:13][O:12][C:8]1[C:7]([O:14][CH3:15])=[C:6]2[C:11]([C:2]([NH:17][C@H:18]3[CH2:22][O:21][CH2:20][C@H:19]3[OH:23])=[N:3][CH:4]=[N:5]2)=[CH:10][CH:9]=1. (6) Given the reactants Br[C:2]1[C:14]2[CH:13]=[CH:12][CH:11]=[CH:10][C:9]=2[C:8]2[O:7][C:6]3[CH:15]=[CH:16][CH:17]=[CH:18][C:5]=3[C:4]=2[CH:3]=1.[Li]CCCC.[B:24](OC)([O:27]C)[O:25]C, predict the reaction product. The product is: [CH:10]1[C:9]2[C:8]3[O:7][C:6]4[CH:15]=[CH:16][CH:17]=[CH:18][C:5]=4[C:4]=3[CH:3]=[C:2]([B:24]([OH:27])[OH:25])[C:14]=2[CH:13]=[CH:12][CH:11]=1. (7) Given the reactants N1CCCC1.[CH3:6][O:7][C:8]1[CH:29]=[CH:28][C:11]([C:12]([NH:14][C:15](=[O:27])[NH:16][C:17]2[CH:25]=[CH:24][CH:23]=[C:22]3[C:18]=2[CH2:19][C:20](=[O:26])[NH:21]3)=[O:13])=[CH:10][CH:9]=1.[NH:30]1[CH:34]=[CH:33][CH:32]=[C:31]1[CH:35]=O, predict the reaction product. The product is: [NH:30]1[CH:34]=[CH:33][CH:32]=[C:31]1/[CH:35]=[C:19]1\[C:20](=[O:26])[NH:21][C:22]2[C:18]\1=[C:17]([NH:16][C:15]([NH:14][C:12](=[O:13])[C:11]1[CH:10]=[CH:9][C:8]([O:7][CH3:6])=[CH:29][CH:28]=1)=[O:27])[CH:25]=[CH:24][CH:23]=2.